From a dataset of Catalyst prediction with 721,799 reactions and 888 catalyst types from USPTO. Predict which catalyst facilitates the given reaction. (1) Reactant: Br[C:2]1[C:3]2[C:8]([C:9]([Si:16]([C:29]3[CH:34]=[CH:33][CH:32]=[CH:31][CH:30]=3)([C:23]3[CH:28]=[CH:27][CH:26]=[CH:25][CH:24]=3)[C:17]3[CH:22]=[CH:21][CH:20]=[CH:19][CH:18]=3)=[C:10]3[C:15]=1[CH:14]=[CH:13][CH:12]=[CH:11]3)=[CH:7][CH:6]=[CH:5][CH:4]=2.[CH:35]1[C:44]2[C:39](=[CH:40][CH:41]=[CH:42][CH:43]=2)[CH:38]=[CH:37][C:36]=1B(O)O.C([O-])([O-])=O.[K+].[K+]. Product: [CH:35]1[C:44]2[C:39](=[CH:40][CH:41]=[CH:42][CH:43]=2)[CH:38]=[CH:37][C:36]=1[C:2]1[C:15]2[C:10]([C:9]([Si:16]([C:29]3[CH:34]=[CH:33][CH:32]=[CH:31][CH:30]=3)([C:23]3[CH:24]=[CH:25][CH:26]=[CH:27][CH:28]=3)[C:17]3[CH:22]=[CH:21][CH:20]=[CH:19][CH:18]=3)=[C:8]3[C:3]=1[CH:4]=[CH:5][CH:6]=[CH:7]3)=[CH:11][CH:12]=[CH:13][CH:14]=2. The catalyst class is: 108. (2) Reactant: [H][H].C([N:10]1[CH:15]=[CH:14][C:13](=[O:16])[C:12]2[C:17]([C:34]3[CH:39]=[CH:38][CH:37]=[CH:36][CH:35]=3)=[C:18]([C:20]3[CH:25]=[CH:24][C:23]([O:26]CC4C=CC=CC=4)=[CH:22][CH:21]=3)[O:19][C:11]1=2)C1C=CC=CC=1.ClCCl.C(O)(=O)C. Product: [OH:26][C:23]1[CH:22]=[CH:21][C:20]([C:18]2[O:19][C:11]3[NH:10][CH:15]=[CH:14][C:13](=[O:16])[C:12]=3[C:17]=2[C:34]2[CH:35]=[CH:36][CH:37]=[CH:38][CH:39]=2)=[CH:25][CH:24]=1. The catalyst class is: 153. (3) Reactant: [Br:1][C:2]1[CH:3]=[C:4]2[C:8](=[N:9][CH:10]=1)[NH:7][CH:6]=[CH:5]2.[F:11][C:12]1[C:17]([CH:18]=[O:19])=[CH:16][CH:15]=[CH:14][C:13]=1[NH:20][S:21]([CH2:24][CH2:25][CH3:26])(=[O:23])=[O:22].[OH-].[K+].O. Product: [Br:1][C:2]1[CH:3]=[C:4]2[C:5]([C:18]([C:17]3[C:12]([F:11])=[C:13]([NH:20][S:21]([CH2:24][CH2:25][CH3:26])(=[O:23])=[O:22])[CH:14]=[CH:15][CH:16]=3)=[O:19])=[CH:6][NH:7][C:8]2=[N:9][CH:10]=1. The catalyst class is: 5. (4) Reactant: [NH2:1][CH2:2][CH2:3][NH:4][S:5]([C:8]1[C:9]2[CH:10]=[CH:11][N:12]=[CH:13][C:14]=2[CH:15]=[C:16]([C:18]2[CH:23]=[CH:22][CH:21]=[C:20]([CH:24]([F:26])[F:25])[CH:19]=2)[CH:17]=1)(=[O:7])=[O:6].[N+:27]([C:30]1[CH:35]=[CH:34][C:33]([CH2:36][CH2:37][CH:38]=O)=[CH:32][CH:31]=1)([O-:29])=[O:28].[BH4-].[Na+].[Cl:42]CCl. Product: [ClH:42].[ClH:42].[N+:27]([C:30]1[CH:35]=[CH:34][C:33]([CH2:36][CH2:37][CH2:38][NH:1][CH2:2][CH2:3][NH:4][S:5]([C:8]2[C:9]3[CH:10]=[CH:11][N:12]=[CH:13][C:14]=3[CH:15]=[C:16]([C:18]3[CH:23]=[CH:22][CH:21]=[C:20]([CH:24]([F:26])[F:25])[CH:19]=3)[CH:17]=2)(=[O:7])=[O:6])=[CH:32][CH:31]=1)([O-:29])=[O:28]. The catalyst class is: 5. (5) Reactant: [Br:1][C:2]1[CH:7]=[CH:6][C:5]([S:8](Cl)(=[O:10])=[O:9])=[C:4]([C:12]([F:15])([F:14])[F:13])[CH:3]=1.[CH2:16]([NH2:18])[CH3:17]. Product: [Br:1][C:2]1[CH:7]=[CH:6][C:5]([S:8]([NH:18][CH2:16][CH3:17])(=[O:10])=[O:9])=[C:4]([C:12]([F:15])([F:14])[F:13])[CH:3]=1. The catalyst class is: 4.